Task: Predict which catalyst facilitates the given reaction.. Dataset: Catalyst prediction with 721,799 reactions and 888 catalyst types from USPTO The catalyst class is: 8. Reactant: [C:1]1([N:7]2[C:11](=[O:12])[CH2:10][C:9](=[O:13])[NH:8]2)[CH:6]=[CH:5][CH:4]=[CH:3][CH:2]=1.[CH3:14][C:15]1[C:22]([CH3:23])=[C:21]([O:24][CH2:25][CH2:26][CH3:27])[CH:20]=[CH:19][C:16]=1[CH:17]=O. Product: [CH3:14][C:15]1[C:22]([CH3:23])=[C:21]([O:24][CH2:25][CH2:26][CH3:27])[CH:20]=[CH:19][C:16]=1[CH:17]=[C:10]1[C:11](=[O:12])[N:7]([C:1]2[CH:2]=[CH:3][CH:4]=[CH:5][CH:6]=2)[NH:8][C:9]1=[O:13].